From a dataset of Blood-brain barrier penetration binary classification data from Martins et al.. Regression/Classification. Given a drug SMILES string, predict its absorption, distribution, metabolism, or excretion properties. Task type varies by dataset: regression for continuous measurements (e.g., permeability, clearance, half-life) or binary classification for categorical outcomes (e.g., BBB penetration, CYP inhibition). Dataset: bbb_martins. (1) The drug is CC(CCc1ccccc1)NCC(O)c1ccc(O)c(C(N)=O)c1. The result is 0 (does not penetrate BBB). (2) The drug is Cn1c(=O)c2c(ncn2CCNCC(O)c2ccc(O)c(O)c2)n(C)c1=O. The result is 0 (does not penetrate BBB). (3) The drug is OCCOCCN1CCN(C(c2ccccc2)c2ccc(Cl)cc2)CC1. The result is 1 (penetrates BBB). (4) The compound is CCN1CCN(c2cc(-c3ccc(F)cc3)c3c(n2)CCCCCC3)CC1. The result is 1 (penetrates BBB). (5) The compound is CCS(=O)(=O)CCn1c([N+](=O)[O-])cnc1C. The result is 1 (penetrates BBB). (6) The molecule is O=C(O)CCc1nc(-c2ccccc2)c(-c2ccccc2)o1. The result is 0 (does not penetrate BBB). (7) The molecule is NNCC1CCCCC1. The result is 1 (penetrates BBB). (8) The drug is Oc1ccc2c(c1)C13CCN(CC4CC4)C(C2)C1CCOC3. The result is 1 (penetrates BBB). (9) The result is 1 (penetrates BBB). The drug is Nc1[nH]c(=O)ncc1F.